Dataset: NCI-60 drug combinations with 297,098 pairs across 59 cell lines. Task: Regression. Given two drug SMILES strings and cell line genomic features, predict the synergy score measuring deviation from expected non-interaction effect. (1) Drug 1: CC(CN1CC(=O)NC(=O)C1)N2CC(=O)NC(=O)C2. Drug 2: N.N.Cl[Pt+2]Cl. Cell line: SK-MEL-28. Synergy scores: CSS=7.15, Synergy_ZIP=0.0757, Synergy_Bliss=5.17, Synergy_Loewe=-1.26, Synergy_HSA=-0.637. (2) Drug 2: C1CNP(=O)(OC1)N(CCCl)CCCl. Synergy scores: CSS=28.9, Synergy_ZIP=-2.63, Synergy_Bliss=-0.155, Synergy_Loewe=-47.8, Synergy_HSA=-2.19. Cell line: OVCAR3. Drug 1: CC1C(C(=O)NC(C(=O)N2CCCC2C(=O)N(CC(=O)N(C(C(=O)O1)C(C)C)C)C)C(C)C)NC(=O)C3=C4C(=C(C=C3)C)OC5=C(C(=O)C(=C(C5=N4)C(=O)NC6C(OC(=O)C(N(C(=O)CN(C(=O)C7CCCN7C(=O)C(NC6=O)C(C)C)C)C)C(C)C)C)N)C. (3) Drug 1: CC1=CC=C(C=C1)C2=CC(=NN2C3=CC=C(C=C3)S(=O)(=O)N)C(F)(F)F. Drug 2: CN(CCCl)CCCl.Cl. Cell line: OVCAR-4. Synergy scores: CSS=6.87, Synergy_ZIP=-1.65, Synergy_Bliss=0.492, Synergy_Loewe=-1.50, Synergy_HSA=-0.119. (4) Drug 1: CCN(CC)CCCC(C)NC1=C2C=C(C=CC2=NC3=C1C=CC(=C3)Cl)OC. Drug 2: CC(C)CN1C=NC2=C1C3=CC=CC=C3N=C2N. Cell line: M14. Synergy scores: CSS=5.92, Synergy_ZIP=-0.434, Synergy_Bliss=3.02, Synergy_Loewe=-0.381, Synergy_HSA=-0.831.